From a dataset of NCI-60 drug combinations with 297,098 pairs across 59 cell lines. Regression. Given two drug SMILES strings and cell line genomic features, predict the synergy score measuring deviation from expected non-interaction effect. (1) Drug 1: C1=C(C(=O)NC(=O)N1)F. Synergy scores: CSS=45.3, Synergy_ZIP=1.54, Synergy_Bliss=-1.54, Synergy_Loewe=-12.7, Synergy_HSA=-1.05. Drug 2: C1CN(P(=O)(OC1)NCCCl)CCCl. Cell line: OVCAR-4. (2) Drug 1: C1=C(C(=O)NC(=O)N1)N(CCCl)CCCl. Drug 2: CC(C1=C(C=CC(=C1Cl)F)Cl)OC2=C(N=CC(=C2)C3=CN(N=C3)C4CCNCC4)N. Cell line: MALME-3M. Synergy scores: CSS=16.5, Synergy_ZIP=-4.44, Synergy_Bliss=1.36, Synergy_Loewe=-1.58, Synergy_HSA=1.15. (3) Drug 1: CC(CN1CC(=O)NC(=O)C1)N2CC(=O)NC(=O)C2. Drug 2: C1=C(C(=O)NC(=O)N1)F. Cell line: OVCAR3. Synergy scores: CSS=75.7, Synergy_ZIP=7.45, Synergy_Bliss=7.44, Synergy_Loewe=3.08, Synergy_HSA=11.2. (4) Drug 1: CC1C(C(CC(O1)OC2CC(OC(C2O)C)OC3=CC4=CC5=C(C(=O)C(C(C5)C(C(=O)C(C(C)O)O)OC)OC6CC(C(C(O6)C)O)OC7CC(C(C(O7)C)O)OC8CC(C(C(O8)C)O)(C)O)C(=C4C(=C3C)O)O)O)O. Drug 2: C1CNP(=O)(OC1)N(CCCl)CCCl. Cell line: HCT-15. Synergy scores: CSS=40.8, Synergy_ZIP=3.25, Synergy_Bliss=6.66, Synergy_Loewe=-41.3, Synergy_HSA=1.31. (5) Drug 1: CC12CCC(CC1=CCC3C2CCC4(C3CC=C4C5=CN=CC=C5)C)O. Drug 2: CC(C)NC(=O)C1=CC=C(C=C1)CNNC.Cl. Cell line: DU-145. Synergy scores: CSS=-2.25, Synergy_ZIP=1.15, Synergy_Bliss=0.101, Synergy_Loewe=-3.44, Synergy_HSA=-2.30. (6) Drug 1: CN1CCC(CC1)COC2=C(C=C3C(=C2)N=CN=C3NC4=C(C=C(C=C4)Br)F)OC. Drug 2: C1=CC(=CC=C1CC(C(=O)O)N)N(CCCl)CCCl.Cl. Cell line: EKVX. Synergy scores: CSS=30.3, Synergy_ZIP=-1.30, Synergy_Bliss=4.35, Synergy_Loewe=-10.7, Synergy_HSA=3.73. (7) Drug 1: CC1C(C(CC(O1)OC2CC(CC3=C2C(=C4C(=C3O)C(=O)C5=C(C4=O)C(=CC=C5)OC)O)(C(=O)C)O)N)O.Cl. Drug 2: CN(C)N=NC1=C(NC=N1)C(=O)N. Cell line: OVCAR-4. Synergy scores: CSS=7.99, Synergy_ZIP=-1.63, Synergy_Bliss=0.947, Synergy_Loewe=-5.73, Synergy_HSA=0.965. (8) Drug 1: COC1=C(C=C2C(=C1)N=CN=C2NC3=CC(=C(C=C3)F)Cl)OCCCN4CCOCC4. Drug 2: C(CCl)NC(=O)N(CCCl)N=O. Cell line: NCI-H322M. Synergy scores: CSS=43.5, Synergy_ZIP=5.25, Synergy_Bliss=5.67, Synergy_Loewe=-11.9, Synergy_HSA=2.51.